This data is from Catalyst prediction with 721,799 reactions and 888 catalyst types from USPTO. The task is: Predict which catalyst facilitates the given reaction. Reactant: Cl.[Cl:2][C:3]1[CH:4]=[C:5]([CH:8]=[CH:9][C:10]=1[O:11]C)[CH2:6][NH2:7].B(Br)(Br)[Br:14]. Product: [BrH:14].[NH2:7][CH2:6][C:5]1[CH:8]=[CH:9][C:10]([OH:11])=[C:3]([Cl:2])[CH:4]=1. The catalyst class is: 4.